Dataset: Reaction yield outcomes from USPTO patents with 853,638 reactions. Task: Predict the reaction yield, written as a fraction of the theoretical maximum amount of product (1.0 means a 100% yield; for example, 0.34 means a 34% yield). (1) The reactants are [Br:1][C:2]1[CH:7]=[CH:6][C:5]([CH2:8][CH2:9][C:10](N(OC)C)=[O:11])=[CH:4][CH:3]=1.[C:16]1([Mg]Br)[CH:21]=[CH:20][CH:19]=[CH:18][CH:17]=1. The catalyst is C1COCC1. The product is [Br:1][C:2]1[CH:7]=[CH:6][C:5]([CH2:8][CH2:9][C:10]([C:16]2[CH:21]=[CH:20][CH:19]=[CH:18][CH:17]=2)=[O:11])=[CH:4][CH:3]=1. The yield is 0.680. (2) The reactants are [O:1]=[C:2]1[CH2:6][CH2:5][CH2:4][N:3]1[CH2:7][C:8]([O:10]C)=O.[NH2:12][NH2:13]. The product is [NH2:12][NH:13][C:8](=[O:10])[CH2:7][N:3]1[CH2:4][CH2:5][CH2:6][C:2]1=[O:1]. The yield is 1.00. The catalyst is C(O)C. (3) The reactants are [NH:1]1[C:5]2=[N:6][CH:7]=[CH:8][CH:9]=[C:4]2[C:3]([CH:10]([C:12]2[CH:13]=[N:14][C:15]([NH:18][CH2:19][C:20]3[CH:25]=[CH:24][C:23]([C:26]([F:29])([F:28])[F:27])=[CH:22][CH:21]=3)=[CH:16][CH:17]=2)O)=[CH:2]1.FC(F)(F)C(O)=O.C([SiH](CC)CC)C.C(=O)(O)[O-].[Na+]. No catalyst specified. The product is [NH:1]1[C:5]2=[N:6][CH:7]=[CH:8][CH:9]=[C:4]2[C:3]([CH2:10][C:12]2[CH:17]=[CH:16][C:15]([NH:18][CH2:19][C:20]3[CH:25]=[CH:24][C:23]([C:26]([F:27])([F:29])[F:28])=[CH:22][CH:21]=3)=[N:14][CH:13]=2)=[CH:2]1. The yield is 0.628. (4) The reactants are C1(C[N:8]2[CH2:13][CH2:12][O:11][C@@H:10]([CH2:14][NH:15][C:16](=[O:22])[O:17][C:18]([CH3:21])([CH3:20])[CH3:19])[CH2:9]2)C=CC=CC=1. The product is [NH:8]1[CH2:13][CH2:12][O:11][C@@H:10]([CH2:14][NH:15][C:16](=[O:22])[O:17][C:18]([CH3:20])([CH3:19])[CH3:21])[CH2:9]1. The yield is 0.970. The catalyst is C(O)C.[Pd]. (5) The reactants are [F:1][C:2]1[CH:7]=[CH:6][C:5]([C:8]2[C:12]3[CH:13]=[N:14][C:15]([NH:17]C(=O)OCCCC)=[CH:16][C:11]=3[N:10]([C:25]([C:38]3[CH:43]=[CH:42][CH:41]=[CH:40][CH:39]=3)([C:32]3[CH:37]=[CH:36][CH:35]=[CH:34][CH:33]=3)[C:26]3[CH:31]=[CH:30][CH:29]=[CH:28][CH:27]=3)[N:9]=2)=[CH:4][CH:3]=1. The catalyst is Cl.C(OCC)(=O)C. The product is [F:1][C:2]1[CH:7]=[CH:6][C:5]([C:8]2[C:12]3[CH:13]=[N:14][C:15]([NH2:17])=[CH:16][C:11]=3[N:10]([C:25]([C:38]3[CH:39]=[CH:40][CH:41]=[CH:42][CH:43]=3)([C:32]3[CH:33]=[CH:34][CH:35]=[CH:36][CH:37]=3)[C:26]3[CH:31]=[CH:30][CH:29]=[CH:28][CH:27]=3)[N:9]=2)=[CH:4][CH:3]=1. The yield is 0.950.